Dataset: Forward reaction prediction with 1.9M reactions from USPTO patents (1976-2016). Task: Predict the product of the given reaction. (1) Given the reactants [CH2:1]([CH:3]([C:6]1[C:7]2[N:8]([C:13]([C:17]3[O:21][CH:20]=[N:19][C:18]=3[CH3:22])=[C:14]([CH3:16])[N:15]=2)[N:9]=[C:10]([CH3:12])[CH:11]=1)[CH2:4][CH3:5])[CH3:2].C1C(=O)N([Br:30])C(=O)C1, predict the reaction product. The product is: [Br:30][C:20]1[O:21][C:17]([C:13]2[N:8]3[N:9]=[C:10]([CH3:12])[CH:11]=[C:6]([CH:3]([CH2:4][CH3:5])[CH2:1][CH3:2])[C:7]3=[N:15][C:14]=2[CH3:16])=[C:18]([CH3:22])[N:19]=1. (2) Given the reactants [CH3:1][C:2]1[CH:3]=[C:4]2[C:13](=[CH:14][C:15]=1[CH2:16][OH:17])[C:12]1[N:8]([CH:9]=[C:10]([C:18]3[N:22]([CH:23]([CH3:25])[CH3:24])[N:21]=[CH:20][N:19]=3)[N:11]=1)[CH2:7][CH2:6][O:5]2.IC1C=CC=CC=1C(O)=O, predict the reaction product. The product is: [CH3:1][C:2]1[CH:3]=[C:4]2[C:13](=[CH:14][C:15]=1[CH:16]=[O:17])[C:12]1[N:8]([CH:9]=[C:10]([C:18]3[N:22]([CH:23]([CH3:25])[CH3:24])[N:21]=[CH:20][N:19]=3)[N:11]=1)[CH2:7][CH2:6][O:5]2. (3) Given the reactants [Cl:1][C:2]1[CH:3]=[C:4]([NH:8][C:9]2[N:14]=[C:13]([C:15]3[CH:20]=[CH:19][N:18]=[C:17]([CH2:21]O)[CH:16]=3)[CH:12]=[CH:11][N:10]=2)[CH:5]=[CH:6][CH:7]=1.S(Cl)([Cl:25])=O.O, predict the reaction product. The product is: [Cl:25][CH2:21][C:17]1[CH:16]=[C:15]([C:13]2[CH:12]=[CH:11][N:10]=[C:9]([NH:8][C:4]3[CH:5]=[CH:6][CH:7]=[C:2]([Cl:1])[CH:3]=3)[N:14]=2)[CH:20]=[CH:19][N:18]=1.